This data is from Forward reaction prediction with 1.9M reactions from USPTO patents (1976-2016). The task is: Predict the product of the given reaction. (1) Given the reactants [CH2:1]([C:3]1[CH:4]=[CH:5][C:6]([CH2:9][CH2:10][OH:11])=[N:7][CH:8]=1)[CH3:2].C(N(CC)CC)C.[CH3:19][S:20](Cl)(=[O:22])=[O:21], predict the reaction product. The product is: [CH2:1]([C:3]1[CH:4]=[CH:5][C:6]([CH2:9][CH2:10][O:11][S:20]([CH3:19])(=[O:22])=[O:21])=[N:7][CH:8]=1)[CH3:2]. (2) Given the reactants C[O-].[Na+].[CH:4]1([CH:7]=[O:8])[CH2:6][CH2:5]1.Cl[CH2:10][C:11]([O:13][CH3:14])=[O:12].C(O)(=O)C, predict the reaction product. The product is: [CH:4]1([CH:7]2[O:8][CH:10]2[C:11]([O:13][CH3:14])=[O:12])[CH2:6][CH2:5]1. (3) Given the reactants [NH2:1][C:2]1[C:3]([O:14][CH3:15])=[C:4]([CH:9]=[C:10](Br)[C:11]=1[F:12])[C:5]([O:7][CH3:8])=[O:6].[C:16]1(B(O)O)[CH:21]=[CH:20][CH:19]=[CH:18][CH:17]=1.P([O-])([O-])([O-])=O.[K+].[K+].[K+], predict the reaction product. The product is: [NH2:1][C:2]1[C:3]([O:14][CH3:15])=[C:4]([C:5]([O:7][CH3:8])=[O:6])[CH:9]=[C:10]([C:16]2[CH:21]=[CH:20][CH:19]=[CH:18][CH:17]=2)[C:11]=1[F:12]. (4) Given the reactants [Br:1][C:2]1[CH:3]=[C:4]2[C:9](=[CH:10][CH:11]=1)[O:8][CH:7]([C:12]1[CH:17]=[CH:16][CH:15]=[CH:14][CH:13]=1)[CH2:6][C:5]2=O.C[Si]([N:23]=[C:24]=[N:25][Si](C)(C)C)(C)C, predict the reaction product. The product is: [Br:1][C:2]1[CH:3]=[C:4]2[C:9](=[CH:10][CH:11]=1)[O:8][CH:7]([C:12]1[CH:17]=[CH:16][CH:15]=[CH:14][CH:13]=1)[CH2:6]/[C:5]/2=[N:25]/[C:24]#[N:23]. (5) Given the reactants [S-2].[Na+].[Na+].CN(C)C(=S)[S:7][C:8]1[CH:9]=[N:10][C:11]2[C:16]([CH:17]=1)=[CH:15][CH:14]=[CH:13][C:12]=2[Cl:18].C(O)(=O)CC(CC(O)=O)(C(O)=O)O, predict the reaction product. The product is: [Cl:18][C:12]1[CH:13]=[CH:14][CH:15]=[C:16]2[C:11]=1[N:10]=[CH:9][C:8]([SH:7])=[CH:17]2. (6) The product is: [ClH:14].[NH2:13][CH2:12][CH:6]([C:3]1[C:4]2[CH:5]=[CH:4][CH:3]=[CH:2][C:5]=2[S:1][CH:2]=1)[OH:7]. Given the reactants [S:1]1[CH:5]=[CH:4][C:3]([CH:6]=[O:7])=[CH:2]1.C[Si]([C:12]#[N:13])(C)C.[Cl:14]CCl, predict the reaction product. (7) Given the reactants C(OC([N:8]1[CH2:13][CH2:12][CH2:11][CH2:10][CH:9]1[C:14]1[CH:19]=[CH:18][CH:17]=[C:16]([CH:20]=[CH2:21])[CH:15]=1)=O)(C)(C)C.FC(F)(F)S(O[Si](C)(C)C)(=O)=O.C(N(CC)C(C)C)(C)C, predict the reaction product. The product is: [CH:20]([C:16]1[CH:15]=[C:14]([CH:9]2[CH2:10][CH2:11][CH2:12][CH2:13][NH:8]2)[CH:19]=[CH:18][CH:17]=1)=[CH2:21].